This data is from Catalyst prediction with 721,799 reactions and 888 catalyst types from USPTO. The task is: Predict which catalyst facilitates the given reaction. (1) Reactant: [NH2:1][CH2:2][C:3]1[CH:8]=[C:7]([Cl:9])[CH:6]=[CH:5][C:4]=1[N:10]1[CH2:14][CH2:13][CH2:12][C:11]1=[O:15].ClC1C=CC(F)=C(C=1)C#N.N1CCCC1=O.[H-].[Na+]. Product: [Cl:9][C:7]1[CH:6]=[CH:5][C:4]([N:10]2[CH2:14][CH2:13][CH2:12][C:11]2=[O:15])=[C:3]([CH:8]=1)[C:2]#[N:1]. The catalyst class is: 3. (2) Reactant: Cl.[NH4+].[Cl-].[CH2:4]([NH:11][C:12]1[CH:17]=[C:16]([N+:18]([O-])=O)[N:15]=[C:14]2[N:21]([CH:24]([CH3:26])[CH3:25])[CH:22]=[N:23][C:13]=12)[C:5]1[CH:10]=[CH:9][CH:8]=[CH:7][CH:6]=1. Product: [NH2:18][C:16]1[N:15]=[C:14]2[N:21]([CH:24]([CH3:25])[CH3:26])[CH:22]=[N:23][C:13]2=[C:12]([NH:11][CH2:4][C:5]2[CH:10]=[CH:9][CH:8]=[CH:7][CH:6]=2)[CH:17]=1. The catalyst class is: 447. (3) Reactant: CS(O[CH:6]1[CH2:9][N:8]([CH:10]([C:17]2[CH:22]=[CH:21][CH:20]=[CH:19][CH:18]=2)[C:11]2[CH:16]=[CH:15][CH:14]=[CH:13][CH:12]=2)[CH2:7]1)(=O)=O.[N:23]1([C:33]([O:35][C:36]([CH3:39])([CH3:38])[CH3:37])=[O:34])[CH2:28][CH2:27][NH:26][CH:25]([C:29]([O:31][CH3:32])=[O:30])[CH2:24]1.C([O-])([O-])=O.[K+].[K+]. Product: [CH:10]([N:8]1[CH2:9][CH:6]([N:26]2[CH2:27][CH2:28][N:23]([C:33]([O:35][C:36]([CH3:37])([CH3:38])[CH3:39])=[O:34])[CH2:24][CH:25]2[C:29]([O:31][CH3:32])=[O:30])[CH2:7]1)([C:17]1[CH:22]=[CH:21][CH:20]=[CH:19][CH:18]=1)[C:11]1[CH:16]=[CH:15][CH:14]=[CH:13][CH:12]=1. The catalyst class is: 23. (4) The catalyst class is: 10. Reactant: C(=O)([O-])[O-].[K+].[K+].[CH2:7](Br)[C:8]1[CH:13]=[CH:12][CH:11]=[CH:10][CH:9]=1.Cl.[Cl:16][CH2:17][CH2:18][NH:19][CH2:20][CH2:21][Cl:22]. Product: [CH2:7]([N:19]([CH2:20][CH2:21][Cl:22])[CH2:18][CH2:17][Cl:16])[C:8]1[CH:13]=[CH:12][CH:11]=[CH:10][CH:9]=1. (5) Reactant: [C:1]([C:3]1[CH:9]=[CH:8][CH:7]=[CH:6][C:4]=1[NH2:5])#[CH:2].C(N(CC)CC)C.[Cl:17][CH:18]([Cl:22])[C:19](Cl)=[O:20]. Product: [Cl:17][CH:18]([Cl:22])[C:19]([NH:5][C:4]1[CH:6]=[CH:7][CH:8]=[CH:9][C:3]=1[C:1]#[CH:2])=[O:20]. The catalyst class is: 4.